From a dataset of Human liver microsome stability data. Regression/Classification. Given a drug SMILES string, predict its absorption, distribution, metabolism, or excretion properties. Task type varies by dataset: regression for continuous measurements (e.g., permeability, clearance, half-life) or binary classification for categorical outcomes (e.g., BBB penetration, CYP inhibition). Dataset: hlm. (1) The compound is NC(=O)c1sc(-c2ccccc2)cc1N. The result is 1 (stable in human liver microsomes). (2) The compound is C=CC(=O)N1CCC[C@@H](n2nc(-c3cccc(C(=O)Nc4ccc(C(C)C)c(C)c4)c3)c3c(N)ncnc32)C1. The result is 1 (stable in human liver microsomes). (3) The result is 1 (stable in human liver microsomes). The drug is Cc1cccc(NC(=O)c2cccc(-n3ncc4cc(Nc5ccccc5F)ccc43)c2)c1. (4) The molecule is CCn1nnc2c(N3CCOCC3)nc(-c3ccc(NC(=O)Nc4ccc(C(=O)NCCc5ccccn5)cc4)cc3)nc21. The result is 1 (stable in human liver microsomes).